Dataset: Full USPTO retrosynthesis dataset with 1.9M reactions from patents (1976-2016). Task: Predict the reactants needed to synthesize the given product. (1) Given the product [N:21]([CH:6]1[CH2:11][CH2:10][C:9]2([C:15]3[CH:16]=[CH:17][CH:18]=[CH:19][C:14]=3[C:13](=[O:20])[O:12]2)[CH2:8][CH2:7]1)=[N+:22]=[N-:23], predict the reactants needed to synthesize it. The reactants are: CS(O[CH:6]1[CH2:11][CH2:10][C:9]2([C:15]3[CH:16]=[CH:17][CH:18]=[CH:19][C:14]=3[C:13](=[O:20])[O:12]2)[CH2:8][CH2:7]1)(=O)=O.[N-:21]=[N+:22]=[N-:23].[Na+]. (2) Given the product [Cl:29][C:28]1[C:23]([C:21]2[CH:20]=[CH:19][CH:18]=[C:17]([NH:7][CH2:8][CH:9]3[CH2:14][CH2:13][O:12][C:11]([CH3:16])([CH3:15])[CH2:10]3)[N:22]=2)=[CH:24][C:25]([F:30])=[N:26][CH:27]=1, predict the reactants needed to synthesize it. The reactants are: C(OC(=O)[N:7]([C:17]1[N:22]=[C:21]([C:23]2[C:28]([Cl:29])=[CH:27][N:26]=[C:25]([F:30])[CH:24]=2)[CH:20]=[CH:19][CH:18]=1)[CH2:8][CH:9]1[CH2:14][CH2:13][O:12][C:11]([CH3:16])([CH3:15])[CH2:10]1)(C)(C)C.Cl.O1CCOCC1. (3) Given the product [C-:15]1([C:2]2[CH:9]=[CH:8][C:5]([CH2:6][OH:7])=[CH:4][CH:3]=2)[CH:19]=[CH:18][CH:17]=[CH:16]1.[CH-:20]1[CH:24]=[CH:23][CH:22]=[CH:21]1.[Fe+2:25].[C-:15]1([C:2]2[CH:9]=[CH:8][C:5]([CH:6]=[O:7])=[CH:4][CH:3]=2)[CH:19]=[CH:18][CH:17]=[CH:16]1.[CH-:6]1[CH:5]=[CH:8][CH:9]=[CH:2]1.[Fe+2:25], predict the reactants needed to synthesize it. The reactants are: N[C:2]1[CH:9]=[CH:8][C:5]([CH2:6][OH:7])=[CH:4][CH:3]=1.Cl.N([O-])=O.[Na+].[CH-:15]1[CH:19]=[CH:18][CH:17]=[CH:16]1.[CH-:20]1[CH:24]=[CH:23][CH:22]=[CH:21]1.[Fe+2:25]. (4) The reactants are: Cl[C:2]1[C:3]([N+:12]([O-])=O)=[CH:4][C:5]([N+:9]([O-:11])=[O:10])=[C:6]([CH3:8])[CH:7]=1.CN(C)[CH:17]=[S:18]. Given the product [CH3:8][C:6]1[C:5]([N+:9]([O-:11])=[O:10])=[CH:4][C:3]2[N:12]=[CH:17][S:18][C:2]=2[CH:7]=1, predict the reactants needed to synthesize it. (5) Given the product [C:19]([O:18][C:17](=[O:23])[NH:16][C:10]1[CH:11]=[CH:12][C:13]([Cl:15])=[CH:14][C:9]=1[C:8](=[O:24])[C:5]1[CH:4]=[CH:3][C:2]([Br:1])=[CH:7][CH:6]=1)([CH3:22])([CH3:20])[CH3:21], predict the reactants needed to synthesize it. The reactants are: [Br:1][C:2]1[CH:7]=[CH:6][C:5]([CH:8]([OH:24])[C:9]2[CH:14]=[C:13]([Cl:15])[CH:12]=[CH:11][C:10]=2[NH:16][C:17](=[O:23])[O:18][C:19]([CH3:22])([CH3:21])[CH3:20])=[CH:4][CH:3]=1.